Task: Predict the product of the given reaction.. Dataset: Forward reaction prediction with 1.9M reactions from USPTO patents (1976-2016) Given the reactants [NH2:1][C:2]1[CH:7]=[CH:6][C:5]([C:8]2[NH:9][C:10](=[O:24])[C:11]3[N:16]([CH:17]4[CH2:22][CH2:21][CH2:20][CH2:19][CH2:18]4)[N:15]=[C:14]([CH3:23])[C:12]=3[N:13]=2)=[CH:4][CH:3]=1.[C:25](OC(=O)C)(=[O:27])[CH3:26].C(=O)([O-])O.[Na+], predict the reaction product. The product is: [CH:17]1([N:16]2[C:11]3[C:10](=[O:24])[NH:9][C:8]([C:5]4[CH:6]=[CH:7][C:2]([NH:1][C:25](=[O:27])[CH3:26])=[CH:3][CH:4]=4)=[N:13][C:12]=3[C:14]([CH3:23])=[N:15]2)[CH2:22][CH2:21][CH2:20][CH2:19][CH2:18]1.